This data is from NCI-60 drug combinations with 297,098 pairs across 59 cell lines. The task is: Regression. Given two drug SMILES strings and cell line genomic features, predict the synergy score measuring deviation from expected non-interaction effect. (1) Drug 1: C1CCC(C1)C(CC#N)N2C=C(C=N2)C3=C4C=CNC4=NC=N3. Drug 2: C1CNP(=O)(OC1)N(CCCl)CCCl. Cell line: ACHN. Synergy scores: CSS=4.29, Synergy_ZIP=-0.0243, Synergy_Bliss=1.58, Synergy_Loewe=-4.95, Synergy_HSA=-1.81. (2) Drug 2: C1=NC(=NC(=O)N1C2C(C(C(O2)CO)O)O)N. Cell line: HS 578T. Synergy scores: CSS=11.5, Synergy_ZIP=-2.89, Synergy_Bliss=1.00, Synergy_Loewe=-1.65, Synergy_HSA=0.470. Drug 1: CC(CN1CC(=O)NC(=O)C1)N2CC(=O)NC(=O)C2.